From a dataset of Catalyst prediction with 721,799 reactions and 888 catalyst types from USPTO. Predict which catalyst facilitates the given reaction. (1) Reactant: F[P-](F)(F)(F)(F)F.N1(OC(N(C)C)=[N+](C)C)C2N=CC=CC=2N=N1.[CH2:25]([O:45][CH:46]([CH2:50][CH3:51])[C:47]([OH:49])=[O:48])[CH2:26][CH2:27][CH2:28]/[CH:29]=[CH:30]\[CH2:31]/[CH:32]=[CH:33]\[CH2:34]/[CH:35]=[CH:36]\[CH2:37]/[CH:38]=[CH:39]\[CH2:40]/[CH:41]=[CH:42]\[CH2:43][CH3:44].O[CH2:53][CH2:54][NH:55][C:56](=[O:62])[O:57][C:58]([CH3:61])([CH3:60])[CH3:59].CCOCC. Product: [CH2:25]([O:45][CH:46]([CH2:50][CH3:51])[C:47]([O:49][CH2:53][CH2:54][NH:55][C:56]([O:57][C:58]([CH3:61])([CH3:60])[CH3:59])=[O:62])=[O:48])[CH2:26][CH2:27][CH2:28]/[CH:29]=[CH:30]\[CH2:31]/[CH:32]=[CH:33]\[CH2:34]/[CH:35]=[CH:36]\[CH2:37]/[CH:38]=[CH:39]\[CH2:40]/[CH:41]=[CH:42]\[CH2:43][CH3:44]. The catalyst class is: 2. (2) Reactant: [CH2:1]([O:3][C:4]([CH:6]1[CH2:13][CH:12]2[N:14]([S:15]([C:18]3[CH:23]=[CH:22][C:21]([Cl:24])=[CH:20][CH:19]=3)(=[O:17])=[O:16])[CH:8]([CH2:9][C:10](=[O:25])[CH2:11]2)[CH2:7]1)=[O:5])[CH3:2].[CH2:26](O)[CH2:27][OH:28]. Product: [Cl:24][C:21]1[CH:22]=[CH:23][C:18]([S:15]([N:14]2[CH:12]3[CH2:13][CH:6]([C:4]([O:3][CH2:1][CH3:2])=[O:5])[CH2:7][CH:8]2[CH2:9][C:10]2([CH2:11]3)[O:28][CH2:27][CH2:26][O:25]2)(=[O:17])=[O:16])=[CH:19][CH:20]=1. The catalyst class is: 2. (3) Reactant: [H-].[Na+].[CH3:3][O:4][C:5]1[CH:10]=[CH:9][C:8]([NH:11][C:12](=[O:21])[CH:13]=[CH:14][C:15]2[CH:20]=[CH:19][CH:18]=[CH:17][CH:16]=2)=[CH:7][CH:6]=1.[CH2:22](I)[CH3:23].[Cl-].[NH4+]. Product: [CH2:22]([N:11]([C:8]1[CH:7]=[CH:6][C:5]([O:4][CH3:3])=[CH:10][CH:9]=1)[C:12](=[O:21])[CH:13]=[CH:14][C:15]1[CH:20]=[CH:19][CH:18]=[CH:17][CH:16]=1)[CH3:23]. The catalyst class is: 3. (4) Reactant: [F:1][C:2]1[CH:3]=[C:4]([NH:10][C:11]2[N:26]=[CH:25][CH:24]=[CH:23][C:12]=2[C:13]([NH:15][C:16]2[CH:21]=[CH:20][C:19]([F:22])=[CH:18][CH:17]=2)=[O:14])[CH:5]=[CH:6][C:7]=1[O:8]C.C(Cl)Cl.B(Br)(Br)Br.C([O-])(O)=O.[Na+]. The catalyst class is: 6. Product: [F:1][C:2]1[CH:3]=[C:4]([NH:10][C:11]2[N:26]=[CH:25][CH:24]=[CH:23][C:12]=2[C:13]([NH:15][C:16]2[CH:21]=[CH:20][C:19]([F:22])=[CH:18][CH:17]=2)=[O:14])[CH:5]=[CH:6][C:7]=1[OH:8].